Dataset: Forward reaction prediction with 1.9M reactions from USPTO patents (1976-2016). Task: Predict the product of the given reaction. (1) Given the reactants [ClH:1].O1CCOCC1.C(OC(=O)[NH:14][C:15]1[CH:19]=[C:18]([C:20]2[N:25]=[CH:24][CH:23]=[CH:22][N:21]=2)[S:17][CH:16]=1)(C)(C)C, predict the reaction product. The product is: [ClH:1].[N:21]1[CH:22]=[CH:23][CH:24]=[N:25][C:20]=1[C:18]1[S:17][CH:16]=[C:15]([NH2:14])[CH:19]=1. (2) Given the reactants [NH2:1][CH2:2][CH2:3][NH:4][C:5]([C:7]1[C:8]([C:18]([F:21])([F:20])[F:19])=[N:9][N:10]([C:12]2[CH:17]=[CH:16][CH:15]=[CH:14][CH:13]=2)[CH:11]=1)=[O:6].CCN=C=NCCCN(C)C.Cl.C1C=CC2N(O)N=NC=2C=1.O.[CH:45]1([CH2:48][O:49][CH2:50][C:51]2[O:55][C:54]([C@H:56]3[CH2:61][CH2:60][C@H:59]([C:62](O)=[O:63])[CH2:58][CH2:57]3)=[N:53][N:52]=2)[CH2:47][CH2:46]1.CCN(C(C)C)C(C)C, predict the reaction product. The product is: [CH:45]1([CH2:48][O:49][CH2:50][C:51]2[O:55][C:54]([C@H:56]3[CH2:57][CH2:58][C@H:59]([C:62]([NH:1][CH2:2][CH2:3][NH:4][C:5]([C:7]4[C:8]([C:18]([F:20])([F:21])[F:19])=[N:9][N:10]([C:12]5[CH:17]=[CH:16][CH:15]=[CH:14][CH:13]=5)[CH:11]=4)=[O:6])=[O:63])[CH2:60][CH2:61]3)=[N:53][N:52]=2)[CH2:46][CH2:47]1. (3) Given the reactants [BH4-].[Na+].[C:3]([O:7][C:8](=[O:21])[CH2:9][C:10](=[O:20])[CH2:11][CH2:12][C:13]1[CH:18]=[CH:17][C:16]([I:19])=[CH:15][CH:14]=1)([CH3:6])([CH3:5])[CH3:4], predict the reaction product. The product is: [C:3]([O:7][C:8](=[O:21])[CH2:9][CH:10]([OH:20])[CH2:11][CH2:12][C:13]1[CH:14]=[CH:15][C:16]([I:19])=[CH:17][CH:18]=1)([CH3:6])([CH3:4])[CH3:5]. (4) Given the reactants [Cl:1][C:2]1[CH:3]=[C:4]([OH:8])[CH:5]=[CH:6][CH:7]=1.Br[CH2:10][C:11]([NH2:13])=[O:12].C([O-])([O-])=O.[K+].[K+], predict the reaction product. The product is: [Cl:1][C:2]1[CH:3]=[C:4]([CH:5]=[CH:6][CH:7]=1)[O:8][CH2:10][C:11]([NH2:13])=[O:12].